From a dataset of Cav3 T-type calcium channel HTS with 100,875 compounds. Binary Classification. Given a drug SMILES string, predict its activity (active/inactive) in a high-throughput screening assay against a specified biological target. (1) The drug is S(c1nc(nc2c1cccc2)C1CCCCC1)CC(=O)Nc1nonc1C. The result is 0 (inactive). (2) The compound is S(=O)(=O)(N1CCC(CC1)C(=O)N1C(Cc2c1cccc2)C)c1sccc1. The result is 0 (inactive). (3) The drug is O(C(=O)C=1C(NC(=O)NC1C)C(C)C)CC. The result is 0 (inactive). (4) The result is 0 (inactive). The molecule is s1c(CN(C(c2n(nnn2)C(C)(C)C)CC)Cc2c3n(nnn3)c3c(c2)cc(c(c3)C)C)ccc1. (5) The compound is s1c2c(nc1NC(OCCCC)=O)cccc2. The result is 0 (inactive). (6) The compound is O=C1Nc2c(/C1=C\Nc1cc(OC)c(OC)cc1)cccc2. The result is 0 (inactive). (7) The molecule is N1(CCCC1)c1c(cc(N)cc1)C. The result is 0 (inactive).